From a dataset of Reaction yield outcomes from USPTO patents with 853,638 reactions. Predict the reaction yield, written as a fraction of the theoretical maximum amount of product (1.0 means a 100% yield; for example, 0.34 means a 34% yield). (1) The reactants are [N+:1]([C:4]1[CH:12]=[CH:11][CH:10]=[C:6]([C:7]([OH:9])=[O:8])[C:5]=1[C:13]([OH:15])=[O:14])([O-])=O.[H][H]. The catalyst is [Pd].C(O)C. The product is [NH2:1][C:4]1[CH:12]=[CH:11][CH:10]=[C:6]([C:7]([OH:9])=[O:8])[C:5]=1[C:13]([OH:15])=[O:14]. The yield is 0.840. (2) The reactants are [C:1]([C:5]1[CH:9]=[C:8]([NH2:10])[N:7]([C:11]2[CH:16]=[CH:15][C:14]([CH3:17])=[CH:13][CH:12]=2)[N:6]=1)([CH3:4])([CH3:3])[CH3:2].C([O-])([O-])=O.[K+].[K+].Cl[C:25]([O:27][C:28]1[CH:33]=[CH:32][CH:31]=[CH:30][CH:29]=1)=[O:26]. The catalyst is C1COCC1. The product is [C:1]([C:5]1[CH:9]=[C:8]([NH:10][C:25](=[O:26])[O:27][C:28]2[CH:33]=[CH:32][CH:31]=[CH:30][CH:29]=2)[N:7]([C:11]2[CH:12]=[CH:13][C:14]([CH3:17])=[CH:15][CH:16]=2)[N:6]=1)([CH3:4])([CH3:3])[CH3:2]. The yield is 0.740. (3) The reactants are [Si:1]([O:8][CH2:9][C:10]1[N:11]=[CH:12][S:13][CH:14]=1)([C:4]([CH3:7])([CH3:6])[CH3:5])([CH3:3])[CH3:2].C([Li])CCC.[Br:20][C:21]1[C:22]([F:34])=[CH:23][C:24]([Cl:33])=[C:25]([CH:32]=1)[C:26](N(OC)C)=[O:27].O. The catalyst is O1CCCC1.C(OCC)(=O)C.[Cl-].[Na+]. The product is [Br:20][C:21]1[C:22]([F:34])=[CH:23][C:24]([Cl:33])=[C:25]([C:26]([C:12]2[S:13][CH:14]=[C:10]([CH2:9][O:8][Si:1]([C:4]([CH3:7])([CH3:5])[CH3:6])([CH3:2])[CH3:3])[N:11]=2)=[O:27])[CH:32]=1. The yield is 0.840. (4) The reactants are [C:1]([O:5][C:6]([N:8]([C:13]1[CH:21]=[CH:20][C:16]([C:17](O)=[O:18])=[CH:15][C:14]=1[O:22][CH2:23][CH:24]1[CH2:26][CH2:25]1)[S:9]([CH3:12])(=[O:11])=[O:10])=[O:7])([CH3:4])([CH3:3])[CH3:2]. The catalyst is C1COCC1. The product is [CH:24]1([CH2:23][O:22][C:14]2[CH:15]=[C:16]([CH2:17][OH:18])[CH:20]=[CH:21][C:13]=2[N:8]([S:9]([CH3:12])(=[O:11])=[O:10])[C:6](=[O:7])[O:5][C:1]([CH3:2])([CH3:3])[CH3:4])[CH2:26][CH2:25]1. The yield is 0.890. (5) The reactants are [Cl:1][C:2]1[CH:14]=[CH:13][C:5]2[NH:6][C:7]([S:9][CH2:10][CH2:11][NH2:12])=[N:8][C:4]=2[CH:3]=1.[N:15]1[CH:20]=[CH:19][CH:18]=[C:17]([O:21][C:22]2[CH:30]=[CH:29][C:25]([C:26](O)=[O:27])=[CH:24][CH:23]=2)[CH:16]=1.CCN=C=NCCCN(C)C.C1C=CC2N(O)N=NC=2C=1.CN1CCOCC1. The catalyst is CN(C=O)C.O. The product is [Cl:1][C:2]1[CH:14]=[CH:13][C:5]2[NH:6][C:7]([S:9][CH2:10][CH2:11][NH:12][C:26](=[O:27])[C:25]3[CH:24]=[CH:23][C:22]([O:21][C:17]4[CH:16]=[N:15][CH:20]=[CH:19][CH:18]=4)=[CH:30][CH:29]=3)=[N:8][C:4]=2[CH:3]=1. The yield is 0.220. (6) The reactants are [C:1]([NH:4][C:5]1[C:14](=[O:15])[C:13]2[N:12]=[C:11]([CH:16]=O)[CH:10]=[CH:9][C:8]=2[C:7](=[O:18])[CH:6]=1)(=[O:3])[CH3:2].[CH2:19]([O:24][C:25](=[O:38])[C@H:26]([CH2:28][C:29]1[C:37]2[C:32](=[CH:33][CH:34]=[CH:35][CH:36]=2)[NH:31][CH:30]=1)[NH2:27])[CH2:20][CH:21]([CH3:23])[CH3:22]. The catalyst is C1(C)C(C)=CC=CC=1. The product is [CH3:23][CH:21]([CH2:20][CH2:19][O:24][C:25]([C:26]1[CH:28]=[C:29]2[C:30](=[C:16]([C:11]3[CH:10]=[CH:9][C:8]4[C:7](=[O:18])[CH:6]=[C:5]([NH:4][C:1]([CH3:2])=[O:3])[C:14](=[O:15])[C:13]=4[N:12]=3)[N:27]=1)[NH:31][C:32]1[CH:33]=[CH:34][CH:35]=[CH:36][C:37]2=1)=[O:38])[CH3:22]. The yield is 0.420.